This data is from Full USPTO retrosynthesis dataset with 1.9M reactions from patents (1976-2016). The task is: Predict the reactants needed to synthesize the given product. Given the product [Cl:1][C:2]1[CH:7]=[CH:6][N:5]=[CH:4][C:3]=1[C:8](=[O:9])[C:10]1[CH:15]=[CH:14][C:13]([CH2:16][CH3:17])=[CH:12][CH:11]=1, predict the reactants needed to synthesize it. The reactants are: [Cl:1][C:2]1[CH:7]=[CH:6][N:5]=[CH:4][C:3]=1[CH:8]([C:10]1[CH:15]=[CH:14][C:13]([CH2:16][CH3:17])=[CH:12][CH:11]=1)[OH:9].CC(OI1(OC(C)=O)(OC(C)=O)OC(=O)C2C1=CC=CC=2)=O.